The task is: Predict the reactants needed to synthesize the given product.. This data is from Full USPTO retrosynthesis dataset with 1.9M reactions from patents (1976-2016). (1) Given the product [Cl:1][C:2]1[CH:3]=[CH:4][C:5]([N:36]2[CH:40]=[N:39][N:38]=[N:37]2)=[C:6]([C:8]2[CH:16]=[C:15]3[N:11]([C@H:12]([C:17]4[NH:18][C:19]([C:22]5[CH:34]=[CH:33][C:25]([OH:26])=[C:24]([CH:23]=5)[C:29]([OH:30])=[O:28])=[CH:20][N:21]=4)[CH2:13][CH2:14]3)[C:10](=[O:35])[CH:9]=2)[CH:7]=1, predict the reactants needed to synthesize it. The reactants are: [Cl:1][C:2]1[CH:3]=[CH:4][C:5]([N:36]2[CH:40]=[N:39][N:38]=[N:37]2)=[C:6]([C:8]2[CH:16]=[C:15]3[N:11]([C@H:12]([C:17]4[NH:18][C:19]([C:22]5[CH:34]=[CH:33][C:25]6[O:26]C(C)(C)[O:28][C:29](=[O:30])[C:24]=6[CH:23]=5)=[CH:20][N:21]=4)[CH2:13][CH2:14]3)[C:10](=[O:35])[CH:9]=2)[CH:7]=1.Cl.O. (2) Given the product [NH2:46][C:47]1[CH:43]=[CH:42][C:41]([C:38]2[CH:39]=[CH:40][C:35]([C:31]([CH3:34])([CH3:33])[CH3:32])=[CH:36][CH:37]=2)=[CH:49][C:48]=1[C:26]([OH:29])=[O:27], predict the reactants needed to synthesize it. The reactants are: IC1C=C2C(=CC=1)NC(=O)C2=O.C(C1C=CC(B(O)O)=CC=1)(C)(C)C.[C:26]([O-:29])(O)=[O:27].[Na+].[C:31]([C:35]1[CH:40]=[CH:39][C:38]([C:41]2[CH:42]=[C:43]3[C:47](=[CH:48][CH:49]=2)[NH:46]C(=O)C3=O)=[CH:37][CH:36]=1)([CH3:34])([CH3:33])[CH3:32]. (3) Given the product [Cl:1][C:2]1[CH:7]=[CH:6][CH:5]=[CH:4][C:3]=1[CH:8]1[C:13]([C:14]#[N:15])=[C:12]([CH2:16][OH:17])[NH:11][C:10]2=[N:18][NH:19][CH:20]=[C:9]12, predict the reactants needed to synthesize it. The reactants are: [Cl:1][C:2]1[CH:7]=[CH:6][CH:5]=[CH:4][C:3]=1[CH:8]1[C:13]([C:14]#[N:15])=[C:12]([CH:16]=[O:17])[NH:11][C:10]2=[N:18][NH:19][CH:20]=[C:9]12.[BH4-].[Na+].Cl.C(=O)([O-])O.[Na+]. (4) Given the product [C:20]1([C:29]2[CH:30]=[CH:31][CH:32]=[CH:33][CH:34]=2)[CH:25]=[CH:24][C:23]([C:8]2[C:13]3=[N:14][S:15](=[O:19])(=[O:18])[CH2:16][CH2:17][N:12]3[CH:11]=[CH:10][CH:9]=2)=[CH:22][CH:21]=1, predict the reactants needed to synthesize it. The reactants are: C(=O)([O-])[O-].[Na+].[Na+].Br[C:8]1[C:13]2=[N:14][S:15](=[O:19])(=[O:18])[CH2:16][CH2:17][N:12]2[CH:11]=[CH:10][CH:9]=1.[C:20]1([C:29]2[CH:34]=[CH:33][CH:32]=[CH:31][CH:30]=2)[CH:25]=[CH:24][C:23](B(O)O)=[CH:22][CH:21]=1.O. (5) The reactants are: S(C1C=CC(C)=CC=1)([O-])(=O)=O.[NH2:12][C@H:13]([CH3:22])[C:14]([O:16][CH2:17][C:18]([CH3:21])([CH3:20])[CH3:19])=[O:15].[P:23](Cl)(Cl)(=[O:35])[O:24][C:25]1[C:34]2[C:29](=[CH:30][CH:31]=[CH:32][CH:33]=2)[CH:28]=[CH:27][CH:26]=1.C(Cl)[Cl:39]. Given the product [Cl:39][C:26]1[CH:27]=[CH:28][C:29]2[C:34](=[CH:33][CH:32]=[CH:31][CH:30]=2)[C:25]=1[O:24][P:23](=[N:12][C@H:13]([CH3:22])[C:14]([O:16][CH2:17][C:18]([CH3:21])([CH3:20])[CH3:19])=[O:15])=[O:35], predict the reactants needed to synthesize it. (6) Given the product [NH2:19][C:3]1[C:2]([F:1])=[C:13]([F:14])[C:12]2=[C:15]3[C:4]=1[C:5](=[O:18])[NH:6][C:7](=[O:17])[N:8]3[CH:9]([CH3:16])[CH2:10][O:11]2, predict the reactants needed to synthesize it. The reactants are: [F:1][C:2]1[C:3]([N+:19]([O-])=O)=[C:4]2[C:15]3[N:8]([CH:9]([CH3:16])[CH2:10][O:11][C:12]=3[C:13]=1[F:14])[C:7](=[O:17])[NH:6][C:5]2=[O:18].[H][H]. (7) Given the product [CH3:16][O:8][C:7](=[O:9])[C:6]1[CH:10]=[CH:11][C:12]([S:13][C:14]#[N:15])=[C:4]([N+:1]([O-:3])=[O:2])[CH:5]=1, predict the reactants needed to synthesize it. The reactants are: [N+:1]([C:4]1[CH:5]=[C:6]([CH:10]=[CH:11][C:12]=1[S:13][C:14]#[N:15])[C:7]([OH:9])=[O:8])([O-:3])=[O:2].[CH3:16][Si](C=[N+]=[N-])(C)C.